From a dataset of Forward reaction prediction with 1.9M reactions from USPTO patents (1976-2016). Predict the product of the given reaction. (1) Given the reactants [CH3:1][O:2][C:3]([C:5]1[CH:33]=[CH:32][C:8]2[S:9][CH:10]=[C:11]([C:12]3[CH:17]=[CH:16][C:15]([C:18]4[CH2:23][CH2:22][N:21]([C:24]([O:26][C:27]([CH3:30])([CH3:29])[CH3:28])=[O:25])[CH2:20][CH:19]=4)=[CH:14][C:13]=3[CH3:31])[C:7]=2[CH:6]=1)=[O:4], predict the reaction product. The product is: [CH3:1][O:2][C:3]([C:5]1[CH:33]=[CH:32][C:8]2[S:9][CH:10]=[C:11]([C:12]3[CH:17]=[CH:16][C:15]([CH:18]4[CH2:23][CH2:22][N:21]([C:24]([O:26][C:27]([CH3:28])([CH3:30])[CH3:29])=[O:25])[CH2:20][CH2:19]4)=[CH:14][C:13]=3[CH3:31])[C:7]=2[CH:6]=1)=[O:4]. (2) Given the reactants Cl[CH2:2][C@@H:3]([NH:7][CH2:8][CH:9]([CH3:11])[CH3:10])[CH:4]([CH3:6])[CH3:5].[CH3:12][C:13]1[CH:18]=[C:17]([N+:19]([O-:21])=[O:20])[CH:16]=[CH:15][C:14]=1[N:22]=[C:23]=[O:24], predict the reaction product. The product is: [CH3:12][C:13]1[CH:18]=[C:17]([N+:19]([O-:21])=[O:20])[CH:16]=[CH:15][C:14]=1[N:22]=[C:23]1[N:7]([CH2:8][CH:9]([CH3:11])[CH3:10])[C@@H:3]([CH:4]([CH3:6])[CH3:5])[CH2:2][O:24]1. (3) Given the reactants [Cl:1][C:2]1[CH:7]=[C:6]([Cl:8])[CH:5]=[CH:4][C:3]=1[C:9]1[O:10][C:11]2[C:12](=[C:14]([C:18]([O:20]C)=[O:19])[CH:15]=[CH:16][CH:17]=2)[N:13]=1.[OH-].[Na+].Cl, predict the reaction product. The product is: [Cl:1][C:2]1[CH:7]=[C:6]([Cl:8])[CH:5]=[CH:4][C:3]=1[C:9]1[O:10][C:11]2[C:12](=[C:14]([C:18]([OH:20])=[O:19])[CH:15]=[CH:16][CH:17]=2)[N:13]=1. (4) Given the reactants Br[C:2]1[CH:7]=[CH:6][C:5]([C@@H:8]([N:10]2[CH2:15][CH2:14][C@:13]([CH2:22][CH2:23][CH2:24][OH:25])([C:16]3[CH:21]=[CH:20][CH:19]=[CH:18][CH:17]=3)[O:12][C:11]2=[O:26])[CH3:9])=[CH:4][CH:3]=1.[B:27]1([B:27]2[O:31][C:30]([CH3:33])([CH3:32])[C:29]([CH3:35])([CH3:34])[O:28]2)[O:31][C:30]([CH3:33])([CH3:32])[C:29]([CH3:35])([CH3:34])[O:28]1.CC([O-])=O.[K+], predict the reaction product. The product is: [OH:25][CH2:24][CH2:23][CH2:22][C@@:13]1([C:16]2[CH:21]=[CH:20][CH:19]=[CH:18][CH:17]=2)[O:12][C:11](=[O:26])[N:10]([C@H:8]([C:5]2[CH:6]=[CH:7][C:2]([B:27]3[O:31][C:30]([CH3:33])([CH3:32])[C:29]([CH3:35])([CH3:34])[O:28]3)=[CH:3][CH:4]=2)[CH3:9])[CH2:15][CH2:14]1.